This data is from Forward reaction prediction with 1.9M reactions from USPTO patents (1976-2016). The task is: Predict the product of the given reaction. (1) Given the reactants [O:1]1[CH2:6][CH2:5][CH2:4][CH2:3][CH:2]1[O:7][CH2:8][CH2:9][N:10]1[CH:14]=[C:13](B2OC(C)(C)C(C)(C)O2)[CH:12]=[N:11]1.Cl[C:25]1[CH:26]=[CH:27][C:28]2[N:29]([C:31]([CH:34]([C:36]3[CH:37]=[C:38]4[C:43](=[CH:44][C:45]=3[F:46])[N:42]=[CH:41][CH:40]=[CH:39]4)[CH3:35])=[CH:32][N:33]=2)[N:30]=1.C([O-])([O-])=O.[K+].[K+], predict the reaction product. The product is: [F:46][C:45]1[CH:44]=[C:43]2[C:38]([CH:39]=[CH:40][CH:41]=[N:42]2)=[CH:37][C:36]=1[CH:34]([C:31]1[N:29]2[N:30]=[C:25]([C:13]3[CH:12]=[N:11][N:10]([CH2:9][CH2:8][O:7][CH:2]4[CH2:3][CH2:4][CH2:5][CH2:6][O:1]4)[CH:14]=3)[CH:26]=[CH:27][C:28]2=[N:33][CH:32]=1)[CH3:35]. (2) The product is: [CH3:18][C@@H:17]1[CH2:16][CH2:15][N:14]([C:19](=[O:21])[CH3:20])[CH2:13][C@@H:12]1[N:2]([CH3:1])[C:3]1[C:4]2[CH:11]=[CH:10][NH:9][C:5]=2[N:6]=[CH:7][N:8]=1. Given the reactants [CH3:1][N:2]([C@@H:12]1[C@H:17]([CH3:18])[CH2:16][CH2:15][NH:14][CH2:13]1)[C:3]1[C:4]2[CH:11]=[CH:10][NH:9][C:5]=2[N:6]=[CH:7][N:8]=1.[C:19](Cl)(=[O:21])[CH3:20], predict the reaction product. (3) Given the reactants C1(C[O:8][C:9](=[O:89])[CH2:10][N:11]2[CH2:22][CH2:21][N:20]([CH2:23][C:24]([N:26]([CH2:47][CH2:48][O:49][C:50](=[O:66])[CH2:51][CH2:52][CH2:53][CH2:54][CH2:55][CH2:56][CH2:57][CH2:58][CH2:59][CH2:60][CH2:61][CH2:62][CH2:63][CH2:64][CH3:65])[CH2:27][CH2:28][O:29][C:30](=[O:46])[CH2:31][CH2:32][CH2:33][CH2:34][CH2:35][CH2:36][CH2:37][CH2:38][CH2:39][CH2:40][CH2:41][CH2:42][CH2:43][CH2:44][CH3:45])=[O:25])[CH2:19][CH2:18][N:17]([CH2:67][C:68]([O:70]CC3C=CC=CC=3)=[O:69])[CH2:16][CH2:15][N:14]([CH2:78][C:79]([O:81]CC3C=CC=CC=3)=[O:80])[CH2:13][CH2:12]2)C=CC=CC=1, predict the reaction product. The product is: [O:66]=[C:50]([O:49][CH2:48][CH2:47][N:26]([CH2:27][CH2:28][O:29][C:30](=[O:46])[CH2:31][CH2:32][CH2:33][CH2:34][CH2:35][CH2:36][CH2:37][CH2:38][CH2:39][CH2:40][CH2:41][CH2:42][CH2:43][CH2:44][CH3:45])[C:24](=[O:25])[CH2:23][N:20]1[CH2:21][CH2:22][N:11]([CH2:10][C:9]([OH:89])=[O:8])[CH2:12][CH2:13][N:14]([CH2:78][C:79]([OH:81])=[O:80])[CH2:15][CH2:16][N:17]([CH2:67][C:68]([OH:70])=[O:69])[CH2:18][CH2:19]1)[CH2:51][CH2:52][CH2:53][CH2:54][CH2:55][CH2:56][CH2:57][CH2:58][CH2:59][CH2:60][CH2:61][CH2:62][CH2:63][CH2:64][CH3:65]. (4) Given the reactants [C-:1]#[N:2].[K+].Br[CH2:5][C:6]1[CH:11]=[CH:10][C:9]([F:12])=[C:8]([O:13][CH2:14][C:15]([F:18])([F:17])[F:16])[CH:7]=1.O, predict the reaction product. The product is: [F:12][C:9]1[CH:10]=[CH:11][C:6]([CH2:5][C:1]#[N:2])=[CH:7][C:8]=1[O:13][CH2:14][C:15]([F:18])([F:17])[F:16].